Dataset: Forward reaction prediction with 1.9M reactions from USPTO patents (1976-2016). Task: Predict the product of the given reaction. (1) Given the reactants C[O:2][C:3](=[O:15])[C:4]1[CH:9]=[C:8]([O:10][CH3:11])[CH:7]=[CH:6][C:5]=1[N+:12]([O-:14])=[O:13], predict the reaction product. The product is: [CH3:11][O:10][C:8]1[CH:7]=[CH:6][C:5]([N+:12]([O-:14])=[O:13])=[C:4]([CH:9]=1)[C:3]([OH:15])=[O:2]. (2) Given the reactants Cl[C:2]1[N:7]=[C:6]([C:8]2[CH:13]=[CH:12][CH:11]=[CH:10][CH:9]=2)[N:5]=[C:4]([NH:14][C:15]2[CH:20]=[CH:19][C:18]([S:21]([CH3:24])(=[O:23])=[O:22])=[CH:17][CH:16]=2)[CH:3]=1.[F:25][C:26]([F:38])([F:37])[O:27][C:28]1[CH:33]=[CH:32][C:31](B(O)O)=[CH:30][CH:29]=1.C(=O)([O-])[O-].[Na+].[Na+], predict the reaction product. The product is: [CH3:24][S:21]([C:18]1[CH:19]=[CH:20][C:15]([NH:14][C:4]2[CH:3]=[C:2]([C:31]3[CH:30]=[CH:29][C:28]([O:27][C:26]([F:25])([F:37])[F:38])=[CH:33][CH:32]=3)[N:7]=[C:6]([C:8]3[CH:13]=[CH:12][CH:11]=[CH:10][CH:9]=3)[N:5]=2)=[CH:16][CH:17]=1)(=[O:23])=[O:22]. (3) Given the reactants [Br:1][CH2:2][C:3]1[CH:8]=[CH:7][C:6]([S:9](Cl)(=[O:11])=[O:10])=[CH:5][CH:4]=1.C(=O)([O-])[O-].[K+].[K+].[CH3:19][NH2:20], predict the reaction product. The product is: [Br:1][CH2:2][C:3]1[CH:8]=[CH:7][C:6]([S:9]([NH:20][CH3:19])(=[O:11])=[O:10])=[CH:5][CH:4]=1. (4) Given the reactants [I:1][C:2]1[CH:6]=[CH:5][NH:4][N:3]=1.[CH2:7]1[CH2:11]OC[CH2:8]1.C[Si]([N-][Si](C)(C)C)(C)C.[Na+].IC(C)C, predict the reaction product. The product is: [I:1][C:2]1[CH:6]=[CH:5][N:4]([CH:7]([CH3:11])[CH3:8])[N:3]=1. (5) Given the reactants [C:1](=[O:3])=[O:2].[OH-:4].[CH3:5][N+:6]([CH3:9])([CH3:8])[CH3:7], predict the reaction product. The product is: [C:1](=[O:4])([O-:3])[OH:2].[CH3:5][N+:6]([CH3:9])([CH3:8])[CH3:7]. (6) Given the reactants [F:1][CH:2]([F:16])[O:3][C:4]1[CH:5]=[C:6]2[C:11](=[CH:12][CH:13]=1)[O:10][C:9](=[O:14])[CH:8]=[C:7]2[OH:15].C(N(CC)C(C)C)(C)C.[S:26](O[S:26]([C:29]([F:32])([F:31])[F:30])(=[O:28])=[O:27])([C:29]([F:32])([F:31])[F:30])(=[O:28])=[O:27], predict the reaction product. The product is: [F:16][CH:2]([F:1])[O:3][C:4]1[CH:5]=[C:6]2[C:11](=[CH:12][CH:13]=1)[O:10][C:9](=[O:14])[CH:8]=[C:7]2[O:15][S:26]([C:29]([F:32])([F:31])[F:30])(=[O:28])=[O:27]. (7) Given the reactants [F:1][C:2]1[CH:7]=[CH:6][C:5]([N:8]2[C:11](=[O:12])[C@H:10]([S:13][CH2:14][C:15]([C:17]3[CH:22]=[CH:21][C:20]([F:23])=[CH:19][CH:18]=3)=[O:16])[C@H:9]2[C:24]2[CH:38]=[CH:37][C:27]([O:28][CH2:29][C:30]([NH:32]CC(O)=O)=[O:31])=[CH:26][CH:25]=2)=[CH:4][CH:3]=1.CN1CC[O:43][CH2:42][CH2:41]1.CN(C(ON1N=NC2C=CC=CC1=2)=[N+](C)C)C.[B-](F)(F)(F)F.[CH3:68][C:69]([CH3:81])([CH3:80])[CH2:70][C@@H:71]([C:73]([O:75][C:76]([CH3:79])([CH3:78])[CH3:77])=[O:74])[NH2:72].OS([O-])(=O)=O.[K+], predict the reaction product. The product is: [F:1][C:2]1[CH:3]=[CH:4][C:5]([N:8]2[C:11](=[O:12])[C@H:10]([S:13][CH2:14][C:15]([C:17]3[CH:18]=[CH:19][C:20]([F:23])=[CH:21][CH:22]=3)=[O:16])[C@H:9]2[C:24]2[CH:38]=[CH:37][C:27]([O:28][CH2:29][C:30]([NH:32][CH2:41][C:42]([NH:72][C@H:71]([C:73]([O:75][C:76]([CH3:79])([CH3:78])[CH3:77])=[O:74])[CH2:70][C:69]([CH3:81])([CH3:80])[CH3:68])=[O:43])=[O:31])=[CH:26][CH:25]=2)=[CH:6][CH:7]=1. (8) Given the reactants [NH:1]1[C:6]2N=CC=[CH:10][C:5]=2[C:4](=[O:11])[O:3][C:2]1=[O:12].Br[CH2:14][CH2:15][CH:16]([CH3:18])[CH3:17].[CH2:19](Br)CCC.N, predict the reaction product. The product is: [CH3:19][C:6]1[N:1]([CH2:14][CH2:15][CH:16]([CH3:18])[CH3:17])[C:2](=[O:12])[O:3][C:4](=[O:11])[C:5]=1[CH3:10]. (9) The product is: [CH2:16]([O:15][CH:13]([O:12][NH:11][C:10]([CH2:9][CH2:8][CH2:7][CH2:6][CH2:5][CH2:4][C:3]([OH:21])=[O:2])=[O:20])[CH3:14])[CH:17]([CH3:19])[CH3:18]. Given the reactants C[O:2][C:3](=[O:21])[CH2:4][CH2:5][CH2:6][CH2:7][CH2:8][CH2:9][C:10](=[O:20])[NH:11][O:12][CH:13]([O:15][CH2:16][CH:17]([CH3:19])[CH3:18])[CH3:14].O.[OH-].[Li+], predict the reaction product. (10) Given the reactants O/[CH:2]=[C:3]1\[C:4](=[O:13])[NH:5][C:6]2[C:11]\1=[CH:10][C:9]([F:12])=[CH:8][CH:7]=2.O/C=C1\C(=O)NC2C\1=CC=CC=2.[CH3:26][C:27]1[NH:31][N:30]=[C:29]([NH2:32])[CH:28]=1.NC1C=CNN=1, predict the reaction product. The product is: [F:12][C:9]1[CH:10]=[C:11]2[C:6](=[CH:7][CH:8]=1)[NH:5][C:4](=[O:13])[C:3]2=[CH:2][NH:32][C:29]1[CH:28]=[C:27]([CH3:26])[NH:31][N:30]=1.